This data is from Forward reaction prediction with 1.9M reactions from USPTO patents (1976-2016). The task is: Predict the product of the given reaction. (1) Given the reactants [CH3:1][C:2]1([CH3:32])[CH2:11][CH:10]=[C:9]([C:12]2[CH:17]=[CH:16][C:15]([CH3:18])=[CH:14][CH:13]=2)[C:8]2[CH:7]=[C:6]([N:19]=[N:20][C:21]3[CH:31]=[CH:30][C:24]([C:25]([O:27]CC)=[O:26])=[CH:23][CH:22]=3)[CH:5]=[CH:4][C:3]1=2.C(O)C.[OH-].[Na+].Cl, predict the reaction product. The product is: [CH3:1][C:2]1([CH3:32])[CH2:11][CH:10]=[C:9]([C:12]2[CH:17]=[CH:16][C:15]([CH3:18])=[CH:14][CH:13]=2)[C:8]2[CH:7]=[C:6]([N:19]=[N:20][C:21]3[CH:22]=[CH:23][C:24]([C:25]([OH:27])=[O:26])=[CH:30][CH:31]=3)[CH:5]=[CH:4][C:3]1=2. (2) Given the reactants [C:1]([O:5][C:6]([NH:8][CH2:9][CH2:10][CH2:11][O:12][C:13]1[CH:21]=[C:20]([S:22][CH3:23])[CH:19]=[CH:18][C:14]=1[C:15]([OH:17])=O)=[O:7])([CH3:4])([CH3:3])[CH3:2].[Cl:24][C:25]1[CH:26]=[CH:27][C:28]([NH:31][C:32](=[O:41])[C:33]2[CH:38]=[C:37]([F:39])[CH:36]=[CH:35][C:34]=2[NH2:40])=[N:29][CH:30]=1, predict the reaction product. The product is: [C:1]([O:5][C:6]([NH:8][CH2:9][CH2:10][CH2:11][O:12][C:13]1[CH:21]=[C:20]([S:22][CH3:23])[CH:19]=[CH:18][C:14]=1[C:15]([NH:40][C:34]1[CH:35]=[CH:36][C:37]([F:39])=[CH:38][C:33]=1[C:32]([NH:31][C:28]1[CH:27]=[CH:26][C:25]([Cl:24])=[CH:30][N:29]=1)=[O:41])=[O:17])=[O:7])([CH3:2])([CH3:3])[CH3:4]. (3) Given the reactants [OH:1][C:2]1[C:11]2[C:6](=[CH:7][CH:8]=[CH:9][CH:10]=2)[C:5]([NH:15]OC)([CH2:12][CH2:13][CH3:14])[C:4](=[O:18])[C:3]=1[C:19]1[NH:24][C:23]2[CH:25]=[CH:26][C:27]([NH:29][S:30]([CH3:33])(=[O:32])=[O:31])=[CH:28][C:22]=2[S:21](=[O:35])(=[O:34])[N:20]=1.O, predict the reaction product. The product is: [NH2:15][C:5]1([CH2:12][CH2:13][CH3:14])[C:6]2[C:11](=[CH:10][CH:9]=[CH:8][CH:7]=2)[C:2]([OH:1])=[C:3]([C:19]2[NH:24][C:23]3[CH:25]=[CH:26][C:27]([NH:29][S:30]([CH3:33])(=[O:32])=[O:31])=[CH:28][C:22]=3[S:21](=[O:35])(=[O:34])[N:20]=2)[C:4]1=[O:18]. (4) Given the reactants [CH3:1][O:2][C:3]1[CH:8]=[C:7]([O:9][CH3:10])[C:6]([O:11][CH3:12])=[CH:5][C:4]=1[CH:13]=[CH:14]C.BrN1[C:21](=[O:22])CCC1=O, predict the reaction product. The product is: [CH3:1][O:2][C:3]1[CH:8]=[C:7]([O:9][CH3:10])[C:6]([O:11][CH3:12])=[CH:5][C:4]=1[CH:13]([CH3:14])[CH:21]=[O:22]. (5) Given the reactants [NH2:1][C:2]1[N:6]([CH2:7][CH3:8])[CH:5]=[N:4][C:3]=1[C:9]([O:11]CC)=O.[Cl:14]C1C=CC(N=C=S)=CC=1.[Cl:24][C:25]1[CH:30]=[CH:29][C:28]([NH:31][C:32](NC2C=CC(Cl)=CC=2)=[S:33])=[CH:27][CH:26]=1.NC(N)=S.C(N1C=C(C([O-])=O)N=C1)C, predict the reaction product. The product is: [ClH:14].[Cl:24][C:25]1[CH:30]=[CH:29][C:28]([N:31]2[C:9](=[O:11])[C:3]3[N:4]=[CH:5][N:6]([CH2:7][CH3:8])[C:2]=3[NH:1][C:32]2=[S:33])=[CH:27][CH:26]=1. (6) Given the reactants [C:1]1([CH3:15])[CH:6]=[CH:5][C:4]([O:7][C:8]2[CH:14]=[CH:13][C:11]([NH2:12])=[CH:10][CH:9]=2)=[CH:3][CH:2]=1.[CH2:16]([O:23][CH2:24][C@H:25]([NH:29]C(OC(C)(C)C)=O)[C:26](O)=[O:27])[C:17]1[CH:22]=[CH:21][CH:20]=[CH:19][CH:18]=1, predict the reaction product. The product is: [NH2:29][C@@H:25]([CH2:24][O:23][CH2:16][C:17]1[CH:22]=[CH:21][CH:20]=[CH:19][CH:18]=1)[C:26]([NH:12][C:11]1[CH:13]=[CH:14][C:8]([O:7][C:4]2[CH:3]=[CH:2][C:1]([CH3:15])=[CH:6][CH:5]=2)=[CH:9][CH:10]=1)=[O:27]. (7) Given the reactants [NH2:1][C:2]1[CH:7]=[CH:6][C:5]([C:8]2[C:16]3[C:11](=[CH:12][N:13]=[CH:14][CH:15]=3)[NH:10][C:9]=2[C:17]([NH2:19])=[O:18])=[CH:4][CH:3]=1.[CH3:20][O:21][C:22]1[CH:27]=[CH:26][C:25]([CH3:28])=[CH:24][C:23]=1[N:29]=[C:30]=[O:31], predict the reaction product. The product is: [CH3:20][O:21][C:22]1[CH:27]=[CH:26][C:25]([CH3:28])=[CH:24][C:23]=1[NH:29][C:30](=[O:31])[NH:1][C:2]1[CH:3]=[CH:4][C:5]([C:8]2[C:16]3[C:11](=[CH:12][N:13]=[CH:14][CH:15]=3)[NH:10][C:9]=2[C:17]([NH2:19])=[O:18])=[CH:6][CH:7]=1. (8) Given the reactants [Cl:1][C:2]1[CH:7]=[CH:6][C:5]([C:8]2[NH:12][C:11]3[CH:13]=[C:14]([F:18])[C:15]([F:17])=[CH:16][C:10]=3[N:9]=2)=[CH:4][CH:3]=1.C(=O)([O-])[O-].[Cs+].[Cs+].[CH2:25]([O:27][C:28](=[O:38])[CH:29](Br)[CH:30]1[CH2:36][CH2:35][CH2:34][CH2:33][CH2:32][CH2:31]1)[CH3:26].O, predict the reaction product. The product is: [CH2:25]([O:27][C:28](=[O:38])[CH:29]([N:12]1[C:11]2[CH:13]=[C:14]([F:18])[C:15]([F:17])=[CH:16][C:10]=2[N:9]=[C:8]1[C:5]1[CH:4]=[CH:3][C:2]([Cl:1])=[CH:7][CH:6]=1)[CH:30]1[CH2:36][CH2:35][CH2:34][CH2:33][CH2:32][CH2:31]1)[CH3:26]. (9) Given the reactants [Br:1][C:2]1[C:7](=[O:8])[N:6]([C:9]2[CH:10]=[C:11]([CH:15]=[CH:16][C:17]=2[CH3:18])[C:12]([OH:14])=O)[C:5]([CH3:19])=[N:4][C:3]=1[O:20][CH2:21][C:22]1[CH:27]=[CH:26][C:25]([F:28])=[CH:24][C:23]=1[F:29].C(OC(Cl)=O)C(C)C.CN1CCOCC1.Cl.[CH3:46][NH:47][C:48](=[O:51])[CH2:49][NH2:50], predict the reaction product. The product is: [Br:1][C:2]1[C:7](=[O:8])[N:6]([C:9]2[CH:10]=[C:11]([CH:15]=[CH:16][C:17]=2[CH3:18])[C:12]([NH:50][CH2:49][C:48]([NH:47][CH3:46])=[O:51])=[O:14])[C:5]([CH3:19])=[N:4][C:3]=1[O:20][CH2:21][C:22]1[CH:27]=[CH:26][C:25]([F:28])=[CH:24][C:23]=1[F:29]. (10) The product is: [Cl:31][C:6]1[C:5]2[C:10](=[CH:11][C:12]([O:13][CH2:14][CH2:15][CH2:16][N:17]3[CH2:22][CH2:21][O:20][CH2:19][CH2:18]3)=[C:3]([O:2][CH3:1])[CH:4]=2)[N:9]=[CH:8][N:7]=1. Given the reactants [CH3:1][O:2][C:3]1[CH:4]=[C:5]2[C:10](=[CH:11][C:12]=1[O:13][CH2:14][CH2:15][CH2:16][N:17]1[CH2:22][CH2:21][O:20][CH2:19][CH2:18]1)[N:9]=[CH:8][NH:7][C:6]2=O.CN(C)C=O.S(Cl)([Cl:31])=O, predict the reaction product.